From a dataset of Reaction yield outcomes from USPTO patents with 853,638 reactions. Predict the reaction yield, written as a fraction of the theoretical maximum amount of product (1.0 means a 100% yield; for example, 0.34 means a 34% yield). The reactants are [C:1]([C:4]1[CH:9]=[CH:8][C:7]([S:10](Cl)(=[O:12])=[O:11])=[CH:6][CH:5]=1)(=[O:3])[CH3:2].N1C=CC=CC=1.[CH3:20][O:21][NH:22][CH3:23]. The catalyst is C(Cl)Cl. The product is [C:1]([C:4]1[CH:9]=[CH:8][C:7]([S:10]([N:22]([O:21][CH3:20])[CH3:23])(=[O:12])=[O:11])=[CH:6][CH:5]=1)(=[O:3])[CH3:2]. The yield is 0.860.